This data is from Forward reaction prediction with 1.9M reactions from USPTO patents (1976-2016). The task is: Predict the product of the given reaction. (1) Given the reactants [CH3:1][C:2]1([CH3:10])[C:7](=[O:8])[CH2:6][CH2:5][CH2:4][C:3]1=[O:9].[BH4-].[Na+], predict the reaction product. The product is: [OH:9][CH:3]1[CH2:4][CH2:5][CH2:6][C:7](=[O:8])[C:2]1([CH3:10])[CH3:1]. (2) Given the reactants [F:1][C:2]1[CH:31]=[CH:30][CH:29]=[C:28]([F:32])[C:3]=1[CH2:4][O:5][C:6]1[C:7]2[N:8]([C:12]([C:16]3[CH:17]=[N:18][N:19]([CH2:21][C:22]([CH3:27])([N+:24]([O-])=O)[CH3:23])[CH:20]=3)=[C:13]([CH3:15])[N:14]=2)[CH:9]=[CH:10][CH:11]=1, predict the reaction product. The product is: [F:1][C:2]1[CH:31]=[CH:30][CH:29]=[C:28]([F:32])[C:3]=1[CH2:4][O:5][C:6]1[C:7]2[N:8]([C:12]([C:16]3[CH:17]=[N:18][N:19]([CH2:21][C:22]([CH3:23])([NH2:24])[CH3:27])[CH:20]=3)=[C:13]([CH3:15])[N:14]=2)[CH:9]=[CH:10][CH:11]=1. (3) Given the reactants F[C:2](F)(F)[C:3](O)=[O:4].[NH2:8][C:9]1[CH:10]=[C:11]2[C:15](=[CH:16][CH:17]=1)[NH:14][C:13]([C:18]([NH2:20])=[O:19])=[C:12]2[S:21]([N:24]1[CH2:29][CH2:28][O:27][CH2:26][CH2:25]1)(=[O:23])=[O:22].C(OC(=O)C)(=O)C.C(N(CC)CC)C, predict the reaction product. The product is: [C:3]([NH:8][C:9]1[CH:10]=[C:11]2[C:15](=[CH:16][CH:17]=1)[NH:14][C:13]([C:18]([NH2:20])=[O:19])=[C:12]2[S:21]([N:24]1[CH2:29][CH2:28][O:27][CH2:26][CH2:25]1)(=[O:23])=[O:22])(=[O:4])[CH3:2]. (4) The product is: [Cl:38][CH2:14][C:13]1[N:9]([C:3]2[C:2]([Cl:1])=[CH:7][CH:6]=[CH:5][C:4]=2[Cl:8])[N:10]=[N:11][C:12]=1[CH:16]([CH3:18])[CH3:17]. Given the reactants [Cl:1][C:2]1[CH:7]=[CH:6][CH:5]=[C:4]([Cl:8])[C:3]=1[N:9]1[C:13]([CH2:14]O)=[C:12]([CH:16]([CH3:18])[CH3:17])[N:11]=[N:10]1.C1(P(C2C=CC=CC=2)C2C=CC=CC=2)C=CC=CC=1.[Cl:38]CCl, predict the reaction product.